This data is from Catalyst prediction with 721,799 reactions and 888 catalyst types from USPTO. The task is: Predict which catalyst facilitates the given reaction. (1) Reactant: [NH2:1][C:2]1[CH:3]=[CH:4][C:5]([O:18][CH3:19])=[C:6]([NH:8][C:9](=[O:17])[CH2:10][N:11]2[CH2:16][CH2:15][O:14][CH2:13][CH2:12]2)[CH:7]=1.[Br:20][C:21]1[S:25][C:24]([C:26](O)=[O:27])=[CH:23][CH:22]=1.C(N(C(C)C)CC)(C)C.O. Product: [Br:20][C:21]1[S:25][C:24]([C:26]([NH:1][C:2]2[CH:3]=[CH:4][C:5]([O:18][CH3:19])=[C:6]([NH:8][C:9](=[O:17])[CH2:10][N:11]3[CH2:16][CH2:15][O:14][CH2:13][CH2:12]3)[CH:7]=2)=[O:27])=[CH:23][CH:22]=1. The catalyst class is: 3. (2) The catalyst class is: 144. Product: [F:19][C:17]1[CH:16]=[CH:15][C:12]2[C:13]([CH3:14])=[C:9]([CH:4]([CH2:5][CH2:6][CH2:7][CH3:8])[CH2:3][CH2:2][S:26][C:27]3[CH:32]=[CH:31][C:30]([O:33][CH2:34][C:35]([O:37][CH2:38][CH3:39])=[O:36])=[C:29]([CH3:40])[CH:28]=3)[S:10][C:11]=2[CH:18]=1. Reactant: Br[CH2:2][CH2:3][CH:4]([C:9]1[S:10][C:11]2[CH:18]=[C:17]([F:19])[CH:16]=[CH:15][C:12]=2[C:13]=1[CH3:14])[CH2:5][CH2:6][CH2:7][CH3:8].C(=O)([O-])[O-].[Cs+].[Cs+].[SH:26][C:27]1[CH:32]=[CH:31][C:30]([O:33][CH2:34][C:35]([O:37][CH2:38][CH3:39])=[O:36])=[C:29]([CH3:40])[CH:28]=1. (3) Reactant: [Br:1][C:2]1[CH:7]=[CH:6][C:5]([CH:8]2[O:12]C(=O)[NH:10][CH:9]2[CH2:14][C:15]2[CH:20]=[CH:19][CH:18]=[C:17]([O:21][C:22]([F:27])([F:26])[CH:23]([F:25])[F:24])[CH:16]=2)=[CH:4][CH:3]=1.[OH-].[Na+]. Product: [NH2:10][CH:9]([CH2:14][C:15]1[CH:20]=[CH:19][CH:18]=[C:17]([O:21][C:22]([F:27])([F:26])[CH:23]([F:25])[F:24])[CH:16]=1)[CH:8]([C:5]1[CH:6]=[CH:7][C:2]([Br:1])=[CH:3][CH:4]=1)[OH:12]. The catalyst class is: 8. (4) The catalyst class is: 367. Product: [C:8]1([C:14]#[C:15][C:16]2[CH:34]=[CH:33][C:19]([C:20]([NH:22][C:23]3[CH:28]=[CH:27][CH:26]=[CH:25][C:24]=3[S:29]([NH:30][C:5](=[O:7])[CH3:6])(=[O:31])=[O:32])=[O:21])=[CH:18][CH:17]=2)[CH:9]=[CH:10][CH:11]=[CH:12][CH:13]=1. Reactant: C(O[C:5](=[O:7])[CH3:6])(=O)C.[C:8]1([C:14]#[C:15][C:16]2[CH:34]=[CH:33][C:19]([C:20]([NH:22][C:23]3[CH:28]=[CH:27][CH:26]=[CH:25][C:24]=3[S:29](=[O:32])(=[O:31])[NH2:30])=[O:21])=[CH:18][CH:17]=2)[CH:13]=[CH:12][CH:11]=[CH:10][CH:9]=1. (5) Product: [CH3:25][O:24][C:20]1[CH:21]=[C:22]([CH3:23])[C:17]([S:14]([N:13]2[CH2:12][CH2:11][N:10]3[CH:27]=[CH:28][CH:29]=[C:9]3[CH:8]2[CH2:7][O:6][CH2:5][C:4]([OH:30])=[O:3])(=[O:16])=[O:15])=[C:18]([CH3:26])[CH:19]=1. The catalyst class is: 8. Reactant: C([O:3][C:4](=[O:30])[CH2:5][O:6][CH2:7][CH:8]1[N:13]([S:14]([C:17]2[C:22]([CH3:23])=[CH:21][C:20]([O:24][CH3:25])=[CH:19][C:18]=2[CH3:26])(=[O:16])=[O:15])[CH2:12][CH2:11][N:10]2[CH:27]=[CH:28][CH:29]=[C:9]12)C.O.[OH-].[K+].